Dataset: Peptide-MHC class II binding affinity with 134,281 pairs from IEDB. Task: Regression. Given a peptide amino acid sequence and an MHC pseudo amino acid sequence, predict their binding affinity value. This is MHC class II binding data. The MHC is DRB1_0401 with pseudo-sequence DRB1_0401. The binding affinity (normalized) is 0.361. The peptide sequence is NSLLTSPLSINTRMT.